Dataset: Forward reaction prediction with 1.9M reactions from USPTO patents (1976-2016). Task: Predict the product of the given reaction. (1) Given the reactants [Cl:1][C:2]1[CH:7]=[CH:6][C:5]([C:8]2[CH:13]=[CH:12][N:11]3[C:14](=[O:17])[NH:15][N:16]=[C:10]3[C:9]=2[C:18]2[CH:23]=[CH:22][C:21]([Cl:24])=[CH:20][CH:19]=2)=[CH:4][CH:3]=1.C([O-])([O-])=O.[K+].[K+].Br[CH2:32][CH2:33][C:34]([F:37])([F:36])[F:35], predict the reaction product. The product is: [Cl:1][C:2]1[CH:7]=[CH:6][C:5]([C:8]2[CH:13]=[CH:12][N:11]3[C:14](=[O:17])[N:15]([CH2:32][CH2:33][C:34]([F:37])([F:36])[F:35])[N:16]=[C:10]3[C:9]=2[C:18]2[CH:19]=[CH:20][C:21]([Cl:24])=[CH:22][CH:23]=2)=[CH:4][CH:3]=1. (2) Given the reactants Cl.Cl.Cl.[O:4]1[C:12]2[CH:11]=[CH:10][N:9]=[C:8]([N:13]3[CH2:18][CH2:17][N:16]([CH2:19][CH2:20][C@H:21]4[CH2:26][CH2:25][C@H:24]([NH2:27])[CH2:23][CH2:22]4)[CH2:15][CH2:14]3)[C:7]=2[CH2:6][CH2:5]1.[F:28][C:29]([F:40])([F:39])[C:30](O[C:30](=[O:31])[C:29]([F:40])([F:39])[F:28])=[O:31], predict the reaction product. The product is: [O:4]1[C:12]2[CH:11]=[CH:10][N:9]=[C:8]([N:13]3[CH2:18][CH2:17][N:16]([CH2:19][CH2:20][C@H:21]4[CH2:26][CH2:25][C@H:24]([NH:27][C:30](=[O:31])[C:29]([F:40])([F:39])[F:28])[CH2:23][CH2:22]4)[CH2:15][CH2:14]3)[C:7]=2[CH2:6][CH2:5]1. (3) The product is: [CH3:22][O:23][CH2:24][O:8][CH2:7][CH2:6][C:2]1[S:1][CH:5]=[CH:4][CH:3]=1. Given the reactants [S:1]1[CH:5]=[CH:4][CH:3]=[C:2]1[CH2:6][CH2:7][OH:8].C1(C)C=CC(S(O)(=O)=O)=CC=1.[Cl-].[Li+].[CH3:22][O:23][CH2:24]OC, predict the reaction product. (4) Given the reactants [NH:1]1[C:9]2[CH2:8][CH2:7][C@@H:6]([C:10]([OH:12])=O)[CH2:5][C:4]=2[CH:3]=[N:2]1.[CH:13]1([CH2:18][C@H:19]([NH:26][C:27](=[O:56])[C@@H:28]([NH:38][C:39](=[O:55])[C@H:40]([NH:42]C(=O)C[C@@H]2CCC3NN=CC=3C2)[CH3:41])[CH2:29][C:30]2[CH:35]=[CH:34][C:33]([O:36][CH3:37])=[CH:32][CH:31]=2)[C:20]([C@@:22]2([CH3:25])[CH2:24][O:23]2)=[O:21])[CH2:17][CH2:16][CH2:15][CH2:14]1, predict the reaction product. The product is: [CH:13]1([CH2:18][C@H:19]([NH:26][C:27](=[O:56])[C@@H:28]([NH:38][C:39](=[O:55])[C@H:40]([NH:42][C:10]([C@H:6]2[CH2:7][CH2:8][C:9]3[NH:1][N:2]=[CH:3][C:4]=3[CH2:5]2)=[O:12])[CH3:41])[CH2:29][C:30]2[CH:31]=[CH:32][C:33]([O:36][CH3:37])=[CH:34][CH:35]=2)[C:20]([C@@:22]2([CH3:25])[CH2:24][O:23]2)=[O:21])[CH2:14][CH2:15][CH2:16][CH2:17]1. (5) Given the reactants [CH3:1][O-:2].[Na+].CO.[C:6]([C:8]1[CH:28]=[CH:27][C:11]([O:12][CH:13]2[CH2:18][CH2:17][CH:16]([NH:19][C:20](=[O:26])[O:21][C:22]([CH3:25])([CH3:24])[CH3:23])[CH2:15][CH2:14]2)=[CH:10][C:9]=1F)#[N:7].[Cl-].[NH4+], predict the reaction product. The product is: [C:6]([C:8]1[CH:28]=[CH:27][C:11]([O:12][CH:13]2[CH2:18][CH2:17][CH:16]([NH:19][C:20](=[O:26])[O:21][C:22]([CH3:25])([CH3:24])[CH3:23])[CH2:15][CH2:14]2)=[CH:10][C:9]=1[O:2][CH3:1])#[N:7]. (6) Given the reactants [CH:1]1([N:7]2[CH2:11][CH2:10][C:9]3([CH2:16][CH2:15][NH:14][CH2:13][CH2:12]3)[C:8]2=[O:17])[CH2:6][CH2:5][CH2:4][CH2:3][CH2:2]1.Cl[C:19]1[C:24]([Cl:25])=[CH:23][CH:22]=[CH:21][N:20]=1.C(N(CC)C(C)C)(C)C.FC(F)(F)C(O)=O, predict the reaction product. The product is: [Cl:25][C:24]1[C:19]([N:14]2[CH2:13][CH2:12][C:9]3([C:8](=[O:17])[N:7]([CH:1]4[CH2:2][CH2:3][CH2:4][CH2:5][CH2:6]4)[CH2:11][CH2:10]3)[CH2:16][CH2:15]2)=[N:20][CH:21]=[CH:22][CH:23]=1. (7) Given the reactants C[O:2][C:3]([C:5]1[CH:10]=[CH:9][C:8]([C:11]([O:13]C)=[O:12])=[CH:7][N:6]=1)=O.[Mg+2].[Br-].[Br-].[CH3:18][NH:19][CH3:20].[OH-].[Na+], predict the reaction product. The product is: [CH3:18][N:19]([CH3:20])[C:3]([C:5]1[CH:10]=[CH:9][C:8]([C:11]([OH:13])=[O:12])=[CH:7][N:6]=1)=[O:2]. (8) Given the reactants [I:1][C:2]1[CH:3]=[C:4]([CH:8]=[CH:9][C:10]=1[CH3:11])[C:5](Cl)=[O:6].[CH3:12][N:13]([CH2:15][C:16]1[N:17]([C:21]2[CH:22]=[C:23]([CH:25]=[C:26]([C:28]([F:31])([F:30])[F:29])[CH:27]=2)[NH2:24])[CH:18]=[CH:19][N:20]=1)[CH3:14].CCN(C(C)C)C(C)C, predict the reaction product. The product is: [CH3:14][N:13]([CH2:15][C:16]1[N:17]([C:21]2[CH:22]=[C:23]([NH:24][C:5](=[O:6])[C:4]3[CH:8]=[CH:9][C:10]([CH3:11])=[C:2]([I:1])[CH:3]=3)[CH:25]=[C:26]([C:28]([F:29])([F:31])[F:30])[CH:27]=2)[CH:18]=[CH:19][N:20]=1)[CH3:12].